Dataset: Peptide-MHC class I binding affinity with 185,985 pairs from IEDB/IMGT. Task: Regression. Given a peptide amino acid sequence and an MHC pseudo amino acid sequence, predict their binding affinity value. This is MHC class I binding data. (1) The peptide sequence is LMRTNFLIK. The MHC is HLA-A25:01 with pseudo-sequence HLA-A25:01. The binding affinity (normalized) is 0.0847. (2) The peptide sequence is IKWLWKANK. The MHC is HLA-B07:02 with pseudo-sequence HLA-B07:02. The binding affinity (normalized) is 0.0847. (3) The peptide sequence is VTFFCVMTY. The MHC is HLA-B39:01 with pseudo-sequence HLA-B39:01. The binding affinity (normalized) is 0.0847. (4) The peptide sequence is AVRNAKAAV. The MHC is HLA-B08:01 with pseudo-sequence HLA-B08:01. The binding affinity (normalized) is 0.0847. (5) The peptide sequence is VFLVGQLFTF. The MHC is Patr-A0701 with pseudo-sequence Patr-A0701. The binding affinity (normalized) is 0.520. (6) The peptide sequence is ERAFQNWSV. The MHC is HLA-A02:12 with pseudo-sequence HLA-A02:12. The binding affinity (normalized) is 0.0847.